This data is from Full USPTO retrosynthesis dataset with 1.9M reactions from patents (1976-2016). The task is: Predict the reactants needed to synthesize the given product. (1) Given the product [C:1]([N:9]1[C:17]2[C:12](=[CH:13][C:14]([NH:18][C:19]3[N:30]=[CH:29][C:28]([CH:31]4[CH2:33][CH2:32]4)=[CH:27][C:20]=3[C:21]([OH:23])=[O:22])=[CH:15][CH:16]=2)[CH:11]=[CH:10]1)(=[O:8])[C:2]1[CH:3]=[CH:4][CH:5]=[CH:6][CH:7]=1, predict the reactants needed to synthesize it. The reactants are: [C:1]([N:9]1[C:17]2[C:12](=[CH:13][C:14]([NH:18][C:19]3[N:30]=[CH:29][C:28]([CH:31]4[CH2:33][CH2:32]4)=[CH:27][C:20]=3[C:21]([O:23]CC=C)=[O:22])=[CH:15][CH:16]=2)[CH:11]=[CH:10]1)(=[O:8])[C:2]1[CH:7]=[CH:6][CH:5]=[CH:4][CH:3]=1.N1CCCC1.C(#N)C.Cl. (2) Given the product [C:1]([C:3]1[CH:8]=[CH:7][C:6]([C:9]2[CH:10]=[N:11][N:12]([C:15]3[CH:23]=[CH:22][C:18]([C:19]([NH:63][C:58]4([CH2:57][O:56][CH3:55])[CH2:62][CH2:61][CH2:60][CH2:59]4)=[O:21])=[CH:17][N:16]=3)[C:13]=2[OH:14])=[CH:5][CH:4]=1)#[N:2], predict the reactants needed to synthesize it. The reactants are: [C:1]([C:3]1[CH:8]=[CH:7][C:6]([C:9]2[CH:10]=[N:11][N:12]([C:15]3[CH:23]=[CH:22][C:18]([C:19]([OH:21])=O)=[CH:17][N:16]=3)[C:13]=2[OH:14])=[CH:5][CH:4]=1)#[N:2].CCN=C=NCCCN(C)C.C1C=C2N=NN(O)C2=CC=1.O.CCN(C(C)C)C(C)C.[CH3:55][O:56][CH2:57][C:58]1([NH2:63])[CH2:62][CH2:61][CH2:60][CH2:59]1.